From a dataset of Peptide-MHC class II binding affinity with 134,281 pairs from IEDB. Regression. Given a peptide amino acid sequence and an MHC pseudo amino acid sequence, predict their binding affinity value. This is MHC class II binding data. (1) The MHC is HLA-DQA10101-DQB10501 with pseudo-sequence HLA-DQA10101-DQB10501. The peptide sequence is KKEEKKESGDAASGA. The binding affinity (normalized) is 0.0350. (2) The peptide sequence is DPWTIYAIGGSSNPT. The MHC is DRB1_0701 with pseudo-sequence DRB1_0701. The binding affinity (normalized) is 0.421. (3) The peptide sequence is NYLALLVKFVAGDGD. The MHC is DRB1_1201 with pseudo-sequence DRB1_1201. The binding affinity (normalized) is 0.420. (4) The peptide sequence is CGIYLFNWAVKTKLKLTPLP. The MHC is DRB1_1501 with pseudo-sequence DRB1_1501. The binding affinity (normalized) is 0.706. (5) The peptide sequence is RVPLTSNNGIKQQGI. The MHC is HLA-DQA10102-DQB10602 with pseudo-sequence HLA-DQA10102-DQB10602. The binding affinity (normalized) is 0.630. (6) The peptide sequence is IQLKCSDSMPCKDIK. The MHC is HLA-DQA10501-DQB10201 with pseudo-sequence HLA-DQA10501-DQB10201. The binding affinity (normalized) is 0.0561.